This data is from Full USPTO retrosynthesis dataset with 1.9M reactions from patents (1976-2016). The task is: Predict the reactants needed to synthesize the given product. The reactants are: Cl[C:2]1[CH:7]=[CH:6][CH:5]=[CH:4][C:3]=1[N+:8]([O-:10])=[O:9].C([O-])([O-])=O.[K+].[K+].[CH:17]1([NH2:23])[CH2:22][CH2:21][CH2:20][CH2:19][CH2:18]1. Given the product [CH:17]1([NH:23][C:2]2[CH:7]=[CH:6][CH:5]=[CH:4][C:3]=2[N+:8]([O-:10])=[O:9])[CH2:22][CH2:21][CH2:20][CH2:19][CH2:18]1, predict the reactants needed to synthesize it.